The task is: Regression. Given a peptide amino acid sequence and an MHC pseudo amino acid sequence, predict their binding affinity value. This is MHC class II binding data.. This data is from Peptide-MHC class II binding affinity with 134,281 pairs from IEDB. (1) The peptide sequence is IAPAVQTNWQKLETFWAKHM. The MHC is DRB1_1201 with pseudo-sequence DRB1_1201. The binding affinity (normalized) is 0.413. (2) The peptide sequence is GKSSFCDICGEELPT. The MHC is H-2-IAb with pseudo-sequence H-2-IAb. The binding affinity (normalized) is 0. (3) The peptide sequence is KCIEWEKAQHGA. The MHC is DRB1_0401 with pseudo-sequence DRB1_0401. The binding affinity (normalized) is 0.596. (4) The peptide sequence is GEPKGAAESSSKAAL. The MHC is DRB1_1001 with pseudo-sequence DRB1_1001. The binding affinity (normalized) is 0.211. (5) The peptide sequence is LVLDFCDDALIEGIT. The MHC is HLA-DQA10301-DQB10302 with pseudo-sequence HLA-DQA10301-DQB10302. The binding affinity (normalized) is 0.366.